Task: Predict the reactants needed to synthesize the given product.. Dataset: Full USPTO retrosynthesis dataset with 1.9M reactions from patents (1976-2016) (1) Given the product [Br:1][C:2]1[CH:7]=[CH:6][C:5]([F:8])=[CH:4][C:3]=1[O:9][CH3:12], predict the reactants needed to synthesize it. The reactants are: [Br:1][C:2]1[CH:7]=[CH:6][C:5]([F:8])=[CH:4][C:3]=1[OH:9].IC.[C:12](=O)([O-])[O-].[K+].[K+]. (2) Given the product [F:1][C:2]1[C:3]([NH:30][CH:31]2[CH2:36][CH2:35][C:34](=[O:37])[CH2:33][CH2:32]2)=[C:4]([CH:10]=[C:11]([C:13]2[CH:14]=[C:15]3[C:21]([C:22]4[CH:27]=[CH:26][CH:25]=[CH:24][C:23]=4[O:28][CH3:29])=[N:20][NH:19][C:16]3=[N:17][CH:18]=2)[CH:12]=1)[C:5]([N:7]([CH3:9])[CH3:8])=[O:6], predict the reactants needed to synthesize it. The reactants are: [F:1][C:2]1[C:3]([NH:30][CH:31]2[CH2:36][CH2:35][CH:34]([OH:37])[CH2:33][CH2:32]2)=[C:4]([CH:10]=[C:11]([C:13]2[CH:14]=[C:15]3[C:21]([C:22]4[CH:27]=[CH:26][CH:25]=[CH:24][C:23]=4[O:28][CH3:29])=[N:20][NH:19][C:16]3=[N:17][CH:18]=2)[CH:12]=1)[C:5]([N:7]([CH3:9])[CH3:8])=[O:6].CC(OI1(OC(C)=O)(OC(C)=O)OC(=O)C2C1=CC=CC=2)=O. (3) Given the product [F:25][C:19]1[C:20]([F:24])=[CH:21][CH:22]=[CH:23][C:18]=1[C:16]1[N:17]=[C:12]2[CH:11]=[N:10][N:9]([CH2:8][C:5]3[N:6]=[N:7][C:2]([C:33]4[CH:34]=[CH:35][C:30]([CH2:29][N:27]([CH3:28])[CH3:26])=[CH:31][CH:32]=4)=[CH:3][CH:4]=3)[CH:14]=[C:13]2[N:15]=1, predict the reactants needed to synthesize it. The reactants are: Cl[C:2]1[N:7]=[N:6][C:5]([CH2:8][N:9]2[CH:14]=[C:13]3[N:15]=[C:16]([C:18]4[CH:23]=[CH:22][CH:21]=[C:20]([F:24])[C:19]=4[F:25])[N:17]=[C:12]3[CH:11]=[N:10]2)=[CH:4][CH:3]=1.[CH3:26][N:27]([CH2:29][C:30]1[CH:35]=[CH:34][C:33](B(O)O)=[CH:32][CH:31]=1)[CH3:28].